Predict the reactants needed to synthesize the given product. From a dataset of Full USPTO retrosynthesis dataset with 1.9M reactions from patents (1976-2016). Given the product [Br:1][C:2]1[CH:10]=[CH:9][C:5]([C:6]([N:12]2[CH2:15][CH2:14][CH2:13]2)=[O:8])=[C:4]([Cl:11])[CH:3]=1, predict the reactants needed to synthesize it. The reactants are: [Br:1][C:2]1[CH:10]=[CH:9][C:5]([C:6]([OH:8])=O)=[C:4]([Cl:11])[CH:3]=1.[NH:12]1[CH2:15][CH2:14][CH2:13]1.